From a dataset of Full USPTO retrosynthesis dataset with 1.9M reactions from patents (1976-2016). Predict the reactants needed to synthesize the given product. (1) Given the product [CH2:19]([NH2:39])[CH2:20][CH2:21][CH2:22]/[CH:23]=[CH:24]\[CH2:25]/[CH:26]=[CH:27]\[CH2:28]/[CH:29]=[CH:30]\[CH2:31]/[CH:32]=[CH:33]\[CH2:34][CH2:35][CH2:36][CH2:37][CH3:38].[F:1][C:2]([F:7])([F:6])[C:3]([O-:5])=[O:4], predict the reactants needed to synthesize it. The reactants are: [F:1][C:2]([F:7])([F:6])[C:3]([OH:5])=[O:4].CN(C=O)C.C(Cl)(=O)C(Cl)=O.[CH2:19]([NH2:39])[CH2:20][CH2:21][CH2:22]/[CH:23]=[CH:24]\[CH2:25]/[CH:26]=[CH:27]\[CH2:28]/[CH:29]=[CH:30]\[CH2:31]/[CH:32]=[CH:33]\[CH2:34][CH2:35][CH2:36][CH2:37][CH3:38]. (2) Given the product [Cl:1][C:2]1[CH:3]=[N:4][C:5]2[N:6]([N:8]=[C:9]([C:11]([N:21]3[CH2:20][CH2:19][C:18]4[C:23](=[CH:24][C:15]([F:14])=[CH:16][CH:17]=4)[CH:22]3[CH3:25])=[O:13])[CH:10]=2)[CH:7]=1, predict the reactants needed to synthesize it. The reactants are: [Cl:1][C:2]1[CH:3]=[N:4][C:5]2[N:6]([N:8]=[C:9]([C:11]([OH:13])=O)[CH:10]=2)[CH:7]=1.[F:14][C:15]1[CH:24]=[C:23]2[C:18]([CH2:19][CH2:20][NH:21][CH:22]2[CH3:25])=[CH:17][CH:16]=1. (3) Given the product [C:18]([O:17][C:15]([N:12]1[CH2:13][CH2:14][N:9]([C:7]([C:6]2[C:5]([O:23][CH3:24])=[CH:4][C:3]([C:26]3[CH:31]=[CH:30][CH:29]=[CH:28][CH:27]=3)=[C:2]([Cl:1])[CH:22]=2)=[O:8])[CH2:10][CH2:11]1)=[O:16])([CH3:21])([CH3:20])[CH3:19], predict the reactants needed to synthesize it. The reactants are: [Cl:1][C:2]1[C:3](I)=[CH:4][C:5]([O:23][CH3:24])=[C:6]([CH:22]=1)[C:7]([N:9]1[CH2:14][CH2:13][N:12]([C:15]([O:17][C:18]([CH3:21])([CH3:20])[CH3:19])=[O:16])[CH2:11][CH2:10]1)=[O:8].[C:26]1(B(O)O)[CH:31]=[CH:30][CH:29]=[CH:28][CH:27]=1.C([O-])([O-])=O.[Na+].[Na+]. (4) Given the product [CH2:6]([NH:11][C:1](=[O:4])[CH:2]=[CH2:3])[CH2:7][CH2:8][CH2:9][NH:10][C:1](=[O:4])[CH:2]=[CH2:3], predict the reactants needed to synthesize it. The reactants are: [C:1](Cl)(=[O:4])[CH:2]=[CH2:3].[CH2:6]([NH2:11])[CH2:7][CH2:8][CH2:9][NH2:10]. (5) The reactants are: CC1(C)C2C(=C(P(C3C=CC=CC=3)C3C=CC=CC=3)C=CC=2)OC2C(P(C3C=CC=CC=3)C3C=CC=CC=3)=CC=CC1=2.Br[C:44]1[CH:53]=[C:52]2[C:47]([C:48]([C:56]3[CH:61]=[CH:60][C:59]([C:62]([F:65])([F:64])[F:63])=[CH:58][C:57]=3[O:66][CH3:67])=[N:49][C:50]([O:54][CH3:55])=[N:51]2)=[CH:46][CH:45]=1.CCN(C(C)C)C(C)C.[CH2:77]([SH:84])[C:78]1[CH:83]=[CH:82][CH:81]=[CH:80][CH:79]=1. Given the product [CH2:77]([S:84][C:44]1[CH:53]=[C:52]2[C:47]([C:48]([C:56]3[CH:61]=[CH:60][C:59]([C:62]([F:65])([F:64])[F:63])=[CH:58][C:57]=3[O:66][CH3:67])=[N:49][C:50]([O:54][CH3:55])=[N:51]2)=[CH:46][CH:45]=1)[C:78]1[CH:83]=[CH:82][CH:81]=[CH:80][CH:79]=1, predict the reactants needed to synthesize it.